From a dataset of Catalyst prediction with 721,799 reactions and 888 catalyst types from USPTO. Predict which catalyst facilitates the given reaction. (1) Reactant: [CH:1]1([C:4]2[C:12]([CH:13]([S:17]([CH3:20])(=[O:19])=[O:18])[CH2:14][CH:15]=O)=[CH:11][C:10]3[C:6](=[C:7]([C:28]([NH:30][CH3:31])=[O:29])[N:8]([C:21]4[CH:26]=[CH:25][C:24]([CH3:27])=[CH:23][CH:22]=4)[N:9]=3)[CH:5]=2)[CH2:3][CH2:2]1.C1(C2C(C(S(C)(=O)=O)CC(O)O)=CC3C(=C(C(NC)=O)N(C4C=CC(C)=CC=4)N=3)C=2)CC1.C1(P(=[CH:83][C:84]([O:86][CH2:87][CH3:88])=[O:85])(C2C=CC=CC=2)C2C=CC=CC=2)C=CC=CC=1. Product: [CH:1]1([C:4]2[C:12]([CH:13]([S:17]([CH3:20])(=[O:18])=[O:19])[CH2:14][CH:15]=[CH:83][C:84]([O:86][CH2:87][CH3:88])=[O:85])=[CH:11][C:10]3[C:6](=[C:7]([C:28](=[O:29])[NH:30][CH3:31])[N:8]([C:21]4[CH:26]=[CH:25][C:24]([CH3:27])=[CH:23][CH:22]=4)[N:9]=3)[CH:5]=2)[CH2:3][CH2:2]1. The catalyst class is: 2. (2) Reactant: [NH:1]1[C:5]2[CH:6]=[CH:7][C:8]([NH2:10])=[CH:9][C:4]=2[N:3]=[CH:2]1.[CH3:11][O:12][C:13]1[CH:20]=[C:19]([O:21][CH3:22])[CH:18]=[CH:17][C:14]=1[CH:15]=O.[Si](C#N)(C)(C)C.[N:29]1([C:34](N2C=CN=C2)=[O:35])C=CN=[CH:30]1. Product: [NH:1]1[C:5]2[CH:6]=[CH:7][C:8]([N:10]3[CH:15]([C:14]4[CH:17]=[CH:18][C:19]([O:21][CH3:22])=[CH:20][C:13]=4[O:12][CH3:11])[CH2:30][NH:29][C:34]3=[O:35])=[CH:9][C:4]=2[N:3]=[CH:2]1. The catalyst class is: 45. (3) Reactant: [NH2:1][C:2]1[N:7]=[C:6]([CH2:8][O:9]/[N:10]=[C:11](/[C:18]2[CH:23]=[CH:22][CH:21]=[CH:20][CH:19]=2)\[C:12]2[NH:16][C:15](=[O:17])[O:14][N:13]=2)[CH:5]=[CH:4][CH:3]=1.[C:24](=O)([O-])[O-].[K+].[K+].IC. Product: [NH2:1][C:2]1[N:7]=[C:6]([CH2:8][O:9]/[N:10]=[C:11](/[C:18]2[CH:23]=[CH:22][CH:21]=[CH:20][CH:19]=2)\[C:12]2[N:16]([CH3:24])[C:15](=[O:17])[O:14][N:13]=2)[CH:5]=[CH:4][CH:3]=1. The catalyst class is: 705. (4) Reactant: FC(F)(F)C(O)=O.[C:8]1([C:14]2[CH:18]=[C:17]([CH2:19][N:20]3[CH2:25][CH2:24][CH:23]([CH2:26][NH:27]C(=O)OC(C)(C)C)[CH2:22][CH2:21]3)[O:16][N:15]=2)[CH:13]=[CH:12][CH:11]=[CH:10][CH:9]=1. Product: [C:8]1([C:14]2[CH:18]=[C:17]([CH2:19][N:20]3[CH2:21][CH2:22][CH:23]([CH2:26][NH2:27])[CH2:24][CH2:25]3)[O:16][N:15]=2)[CH:9]=[CH:10][CH:11]=[CH:12][CH:13]=1. The catalyst class is: 4. (5) Reactant: C(OC([N:8]1[CH2:28][CH2:27][C:12]2=[C:13]([N:20]3[CH2:23][CH2:22][C@H:21]3[CH2:24][O:25][CH3:26])[N:14]3[C:18]([N:19]=[C:11]2[CH2:10][CH2:9]1)=[CH:17][CH:16]=[N:15]3)=O)(C)(C)C.[ClH:29]. Product: [CH3:26][O:25][CH2:24][C@@H:21]1[CH2:22][CH2:23][N:20]1[C:13]1[N:14]2[C:18]([N:19]=[C:11]3[CH2:10][CH2:9][NH:8][CH2:28][CH2:27][C:12]=13)=[CH:17][CH:16]=[N:15]2.[ClH:29]. The catalyst class is: 135.